This data is from Catalyst prediction with 721,799 reactions and 888 catalyst types from USPTO. The task is: Predict which catalyst facilitates the given reaction. (1) Reactant: [C:1]([SiH2:5][O:6][C:7]([CH3:17])([CH3:16])[C@H:8]1[CH2:13][CH2:12][C@H:11]([CH2:14][OH:15])[CH2:10][CH2:9]1)([CH3:4])([CH3:3])[CH3:2].[CH3:18][S:19](Cl)(=[O:21])=[O:20].CCN(CC)CC. Product: [C:1]([SiH2:5][O:6][C:7]([CH3:17])([CH3:16])[C@H:8]1[CH2:9][CH2:10][C@H:11]([CH2:14][O:15][S:19]([CH3:18])(=[O:21])=[O:20])[CH2:12][CH2:13]1)([CH3:4])([CH3:3])[CH3:2]. The catalyst class is: 2. (2) Reactant: [Cl:1][C:2]1[C:15]([NH:16][NH2:17])=[CH:14][C:5]([CH2:6][NH:7][C:8](=[O:13])[C:9]([F:12])([F:11])[F:10])=[C:4]([F:18])[CH:3]=1.[CH3:19][C:20]([O:23][C:24](O[C:24]([O:23][C:20]([CH3:22])([CH3:21])[CH3:19])=[O:25])=[O:25])([CH3:22])[CH3:21].C([O-])([O-])=O.[Na+].[Na+].C(#N)C. Product: [Cl:1][C:2]1[CH:3]=[C:4]([F:18])[C:5]([CH2:6][NH:7][C:8](=[O:13])[C:9]([F:11])([F:12])[F:10])=[CH:14][C:15]=1[NH:16][NH:17][C:24]([O:23][C:20]([CH3:22])([CH3:21])[CH3:19])=[O:25]. The catalyst class is: 6. (3) Reactant: Br[C:2]1[CH:7]=[CH:6][C:5]([CH2:8][CH2:9][C:10]([O:12][CH2:13][CH3:14])=[O:11])=[C:4]([F:15])[CH:3]=1.[CH3:16][Si:17]([C:20]#[CH:21])([CH3:19])[CH3:18].C(=O)([O-])[O-].[K+].[K+].O. Product: [F:15][C:4]1[CH:3]=[C:2]([C:21]#[C:20][Si:17]([CH3:19])([CH3:18])[CH3:16])[CH:7]=[CH:6][C:5]=1[CH2:8][CH2:9][C:10]([O:12][CH2:13][CH3:14])=[O:11]. The catalyst class is: 5. (4) Reactant: [NH2:1][C:2]1[N:7]=[C:6]([C:8]2[CH:15]=C(F)[C:11]([C:12]#[N:13])=[C:10](F)[CH:9]=2)[CH:5]=[C:4]([N:18]2[CH2:23][CH2:22][O:21][CH2:20][C@H:19]2[CH3:24])[N:3]=1.[CH3:25][O-:26].[Na+].[Na].[OH2:29].[NH2:30][NH2:31].[CH3:32]N(C=O)C. Product: [NH4+:1].[OH-:21].[NH2:1][C:2]1[N:7]=[C:6]([C:8]2[CH:9]=[C:10]3[C:11]([C:12]([NH2:13])=[N:30][NH:31]3)=[C:25]([O:26][CH3:32])[CH:15]=2)[CH:5]=[C:4]([N:18]2[CH2:23][CH2:22][O:29][CH2:20][C@H:19]2[CH3:24])[N:3]=1. The catalyst class is: 130.